From a dataset of Full USPTO retrosynthesis dataset with 1.9M reactions from patents (1976-2016). Predict the reactants needed to synthesize the given product. The reactants are: [F:1][C:2]([C:5]1[CH:6]=[N:7][CH:8]=[C:9]([CH2:11][O:12][Si](C(C)C)(C(C)C)C(C)C)[CH:10]=1)([CH3:4])[CH3:3]. Given the product [F:1][C:2]([C:5]1[CH:10]=[C:9]([CH2:11][OH:12])[CH:8]=[N:7][CH:6]=1)([CH3:4])[CH3:3], predict the reactants needed to synthesize it.